This data is from Reaction yield outcomes from USPTO patents with 853,638 reactions. The task is: Predict the reaction yield, written as a fraction of the theoretical maximum amount of product (1.0 means a 100% yield; for example, 0.34 means a 34% yield). (1) The catalyst is C1COCC1. The product is [Cl:38][C:35]1[CH:36]=[CH:37][C:32]([CH2:31][C:30]([NH:29][C:25]2[CH:26]=[N:27][CH:28]=[C:23]([C:21]([C:14]3[C:15]4[CH:20]=[N:19][CH:18]=[N:17][C:16]=4[N:12]([C:8]4([CH2:7][OH:6])[CH2:11][O:10][CH2:9]4)[CH:13]=3)=[O:22])[CH:24]=2)=[O:39])=[CH:33][CH:34]=1. The yield is 1.00. The reactants are C([SiH2][O:6][C:7](C)(C)[C:8]1([N:12]2[C:16]3[N:17]=[CH:18][N:19]=[CH:20][C:15]=3[C:14]([C:21]([C:23]3[CH:24]=[C:25]([NH:29][C:30](=[O:39])[CH2:31][C:32]4[CH:37]=[CH:36][C:35]([Cl:38])=[CH:34][CH:33]=4)[CH:26]=[N:27][CH:28]=3)=[O:22])=[CH:13]2)[CH2:11][O:10][CH2:9]1)(C)(C)C.[F-].C([N+](CCCC)(CCCC)CCCC)CCC. (2) The reactants are Br[C:2]1[CH:23]=[CH:22][C:5]2[C:6]3[C:10]([CH2:11][CH2:12][O:13][C:4]=2[CH:3]=1)=[CH:9][N:8]([C:14]1[N:18]([CH:19]([CH3:21])[CH3:20])[CH:17]=[N:16][N:15]=1)[N:7]=3. The catalyst is C(#N)C.[Pd]. The product is [CH:19]([N:18]1[CH:17]=[N:16][N:15]=[C:14]1[N:8]1[N:7]=[C:6]2[C:10]([CH2:11][CH2:12][O:13][C:4]3[CH:3]=[CH:2][CH:23]=[CH:22][C:5]=32)=[CH:9]1)([CH3:21])[CH3:20]. The yield is 0.560. (3) The reactants are C([N:8]1[CH2:19][CH2:18][C:11]2[N:12]=[C:13]([O:16][CH3:17])[N:14]=[CH:15][C:10]=2[CH2:9]1)C1C=CC=CC=1.CCN(C(C)C)C(C)C.[CH3:29][S:30](Cl)(=[O:32])=[O:31]. The catalyst is CO.C(Cl)Cl.[Pd]. The product is [CH3:17][O:16][C:13]1[N:14]=[CH:15][C:10]2[CH2:9][N:8]([S:30]([CH3:29])(=[O:32])=[O:31])[CH2:19][CH2:18][C:11]=2[N:12]=1. The yield is 0.350.